This data is from NCI-60 drug combinations with 297,098 pairs across 59 cell lines. The task is: Regression. Given two drug SMILES strings and cell line genomic features, predict the synergy score measuring deviation from expected non-interaction effect. (1) Drug 1: C1=CN(C(=O)N=C1N)C2C(C(C(O2)CO)O)O.Cl. Drug 2: C1=CC=C(C(=C1)C(C2=CC=C(C=C2)Cl)C(Cl)Cl)Cl. Cell line: HS 578T. Synergy scores: CSS=10.2, Synergy_ZIP=-1.40, Synergy_Bliss=0.244, Synergy_Loewe=-10.6, Synergy_HSA=-0.600. (2) Drug 1: C1CN(CCN1C(=O)CCBr)C(=O)CCBr. Cell line: SK-MEL-5. Synergy scores: CSS=31.7, Synergy_ZIP=-8.99, Synergy_Bliss=-4.64, Synergy_Loewe=-4.54, Synergy_HSA=-5.06. Drug 2: CC(C)CN1C=NC2=C1C3=CC=CC=C3N=C2N. (3) Drug 1: CC1C(C(=O)NC(C(=O)N2CCCC2C(=O)N(CC(=O)N(C(C(=O)O1)C(C)C)C)C)C(C)C)NC(=O)C3=C4C(=C(C=C3)C)OC5=C(C(=O)C(=C(C5=N4)C(=O)NC6C(OC(=O)C(N(C(=O)CN(C(=O)C7CCCN7C(=O)C(NC6=O)C(C)C)C)C)C(C)C)C)N)C. Drug 2: CCN(CC)CCCC(C)NC1=C2C=C(C=CC2=NC3=C1C=CC(=C3)Cl)OC. Cell line: LOX IMVI. Synergy scores: CSS=10.5, Synergy_ZIP=-2.88, Synergy_Bliss=6.21, Synergy_Loewe=1.80, Synergy_HSA=5.94. (4) Drug 1: C1=C(C(=O)NC(=O)N1)N(CCCl)CCCl. Drug 2: C1=NC2=C(N1)C(=S)N=CN2. Cell line: MDA-MB-435. Synergy scores: CSS=5.29, Synergy_ZIP=-12.9, Synergy_Bliss=-24.8, Synergy_Loewe=-40.3, Synergy_HSA=-25.5. (5) Drug 1: CCC1(CC2CC(C3=C(CCN(C2)C1)C4=CC=CC=C4N3)(C5=C(C=C6C(=C5)C78CCN9C7C(C=CC9)(C(C(C8N6C)(C(=O)OC)O)OC(=O)C)CC)OC)C(=O)OC)O. Drug 2: CC1CC(C(C(C=C(C(C(C=CC=C(C(=O)NC2=CC(=O)C(=C(C1)C2=O)OC)C)OC)OC(=O)N)C)C)O)OC. Cell line: NCIH23. Synergy scores: CSS=68.1, Synergy_ZIP=0.424, Synergy_Bliss=-3.28, Synergy_Loewe=-4.66, Synergy_HSA=-0.0271. (6) Drug 1: C1CNP(=O)(OC1)N(CCCl)CCCl. Drug 2: CCC1(C2=C(COC1=O)C(=O)N3CC4=CC5=C(C=CC(=C5CN(C)C)O)N=C4C3=C2)O.Cl. Cell line: PC-3. Synergy scores: CSS=-3.38, Synergy_ZIP=-3.37, Synergy_Bliss=-17.4, Synergy_Loewe=-27.9, Synergy_HSA=-17.6.